Dataset: TCR-epitope binding with 47,182 pairs between 192 epitopes and 23,139 TCRs. Task: Binary Classification. Given a T-cell receptor sequence (or CDR3 region) and an epitope sequence, predict whether binding occurs between them. (1) The epitope is YLDAYNMMI. The TCR CDR3 sequence is CASSPPRGRDTEAFF. Result: 1 (the TCR binds to the epitope). (2) The epitope is GLCTLVAML. The TCR CDR3 sequence is CASSSGAGEANEQFF. Result: 1 (the TCR binds to the epitope). (3) The epitope is AYILFTRFFYV. The TCR CDR3 sequence is CASSLGTYLMGETQYF. Result: 1 (the TCR binds to the epitope). (4) The epitope is KLPDDFTGCV. The TCR CDR3 sequence is CASSPRKRGGLGDTQYF. Result: 1 (the TCR binds to the epitope). (5) The epitope is GTSGSPIVNR. The TCR CDR3 sequence is CASSQDPTTGYGYTF. Result: 0 (the TCR does not bind to the epitope). (6) The epitope is NLWNTFTRL. The TCR CDR3 sequence is CASTSRSKNTGELFF. Result: 0 (the TCR does not bind to the epitope). (7) The epitope is LLLGIGILV. The TCR CDR3 sequence is CSASQLGLGQPQHF. Result: 1 (the TCR binds to the epitope). (8) The epitope is TSNQVAVLY. The TCR CDR3 sequence is CASSLSLINYEQYF. Result: 0 (the TCR does not bind to the epitope).